Dataset: Forward reaction prediction with 1.9M reactions from USPTO patents (1976-2016). Task: Predict the product of the given reaction. (1) Given the reactants [N:1]1[CH:6]=[CH:5][CH:4]=[CH:3][C:2]=1[C:7]([C@H:9]1[CH2:13][CH2:12][CH2:11][O:10]1)=[O:8].[BH4-].[Na+].O, predict the reaction product. The product is: [N:1]1[CH:6]=[CH:5][CH:4]=[CH:3][C:2]=1[C@H:7]([CH:9]1[CH2:13][CH2:12][CH2:11][O:10]1)[OH:8]. (2) Given the reactants C(OC(=O)C)C.[ClH:7].[CH2:8]([N:10]1[C:16](=[O:17])[C:15]([CH3:19])([CH3:18])[C:14](=[O:20])[N:13]([CH3:21])[C:12]2[CH:22]=[C:23]([O:26][CH2:27][CH2:28][CH2:29][NH:30][CH2:31][CH2:32][C:33]3[CH:34]=[N:35][CH:36]=[CH:37][CH:38]=3)[CH:24]=[CH:25][C:11]1=2)[CH3:9], predict the reaction product. The product is: [ClH:7].[ClH:7].[CH2:8]([N:10]1[C:16](=[O:17])[C:15]([CH3:19])([CH3:18])[C:14](=[O:20])[N:13]([CH3:21])[C:12]2[CH:22]=[C:23]([O:26][CH2:27][CH2:28][CH2:29][NH:30][CH2:31][CH2:32][C:33]3[CH:34]=[N:35][CH:36]=[CH:37][CH:38]=3)[CH:24]=[CH:25][C:11]1=2)[CH3:9]. (3) Given the reactants [Si:1]([O:8][CH2:9][C@@H:10]1[C:14]([C:15](=O)[CH2:16]Cl)=[CH:13][CH2:12][N:11]1[C:19]([O:21][CH2:22][CH:23]=[CH2:24])=[O:20])([C:4]([CH3:7])([CH3:6])[CH3:5])([CH3:3])[CH3:2].[C:25](=[S:28])([S-:27])[NH2:26].[NH4+], predict the reaction product. The product is: [Si:1]([O:8][CH2:9][C@@H:10]1[C:14]([C:15]2[N:26]=[C:25]([SH:28])[S:27][CH:16]=2)=[CH:13][CH2:12][N:11]1[C:19]([O:21][CH2:22][CH:23]=[CH2:24])=[O:20])([C:4]([CH3:7])([CH3:6])[CH3:5])([CH3:3])[CH3:2]. (4) Given the reactants C(O[C:9](=O)[N:10]([CH2:12][CH2:13][N:14]1[CH:18]=[C:17]([C:19]2[CH:24]=[CH:23][C:22]([F:25])=[C:21]([C:26]([F:29])([F:28])[F:27])[CH:20]=2)[N:16]=[C:15]1[CH:30]1[CH2:35][CH2:34][N:33]([C:36]2[C:37]3[CH2:44][C:43](=[O:45])[NH:42][C:38]=3[N:39]=[CH:40][N:41]=2)[CH2:32][CH2:31]1)C)C1C=CC=CC=1.[ClH:47], predict the reaction product. The product is: [ClH:47].[ClH:47].[ClH:47].[F:25][C:22]1[CH:23]=[CH:24][C:19]([C:17]2[N:16]=[C:15]([CH:30]3[CH2:31][CH2:32][N:33]([C:36]4[C:37]5[CH2:44][C:43](=[O:45])[NH:42][C:38]=5[N:39]=[CH:40][N:41]=4)[CH2:34][CH2:35]3)[N:14]([CH2:13][CH2:12][NH:10][CH3:9])[CH:18]=2)=[CH:20][C:21]=1[C:26]([F:27])([F:28])[F:29].